Predict the product of the given reaction. From a dataset of Forward reaction prediction with 1.9M reactions from USPTO patents (1976-2016). (1) Given the reactants Cl.[NH2:2][C:3]1[N:11]=[CH:10][N:9]=[C:8]2[C:4]=1[N:5]=[CH:6][N:7]2[C:12]1[CH:17]=[CH:16][C:15]([NH:18][C:19]([NH:21][C:22]2[CH:27]=[CH:26][C:25]([Cl:28])=[C:24]([C:29]([F:32])([F:31])[F:30])[CH:23]=2)=[O:20])=[CH:14][CH:13]=1.C(OC([NH:40][C@H:41]([C:46](O)=O)[C:42]([CH3:45])([CH3:44])[CH3:43])=O)(C)(C)C, predict the reaction product. The product is: [ClH:28].[NH2:40][C@@H:41]([C:42]([CH3:45])([CH3:44])[CH3:43])[CH2:46][N-:2][C:3]1[N:11]=[CH:10][N:9]=[C:8]2[C:4]=1[N:5]=[CH:6][N:7]2[C:12]1[CH:13]=[CH:14][C:15]([NH:18][C:19]([NH:21][C:22]2[CH:27]=[CH:26][C:25]([Cl:28])=[C:24]([C:29]([F:31])([F:32])[F:30])[CH:23]=2)=[O:20])=[CH:16][CH:17]=1. (2) Given the reactants [NH2:1][C:2]1[CH:3]=[C:4]([CH2:8][CH2:9][C:10]([OH:12])=O)[CH:5]=[CH:6][CH:7]=1.C([N:15]([CH:19]([CH3:21])[CH3:20])C(C)C)C.C1(N)CC1.CN(C(ON1N=NC2C=CC=NC1=2)=[N+](C)C)C.F[P-](F)(F)(F)(F)F, predict the reaction product. The product is: [NH2:1][C:2]1[CH:3]=[C:4]([CH2:8][CH2:9][C:10]([NH:15][CH:19]2[CH2:21][CH2:20]2)=[O:12])[CH:5]=[CH:6][CH:7]=1. (3) Given the reactants [CH3:1][O:2][C:3](=[O:31])[CH2:4][O:5][C:6]1[CH:15]=[CH:14][C:13]([F:16])=[C:12]2[C:7]=1[C:8]([O:27][CH:28]([F:30])[F:29])=[C:9]([CH2:19][C:20]1[CH:25]=[CH:24][C:23](Br)=[CH:22][CH:21]=1)[C:10]([CH2:17][CH3:18])=[N:11]2.[CH3:32][C:33]1([CH3:49])[C:37]([CH3:39])([CH3:38])[O:36][B:35]([B:35]2[O:36][C:37]([CH3:39])([CH3:38])[C:33]([CH3:49])([CH3:32])[O:34]2)[O:34]1.C([O-])(=O)C.[K+].O1CCOCC1, predict the reaction product. The product is: [CH3:1][O:2][C:3](=[O:31])[CH2:4][O:5][C:6]1[CH:15]=[CH:14][C:13]([F:16])=[C:12]2[C:7]=1[C:8]([O:27][CH:28]([F:30])[F:29])=[C:9]([CH2:19][C:20]1[CH:25]=[CH:24][C:23]([B:35]3[O:36][C:37]([CH3:39])([CH3:38])[C:33]([CH3:49])([CH3:32])[O:34]3)=[CH:22][CH:21]=1)[C:10]([CH2:17][CH3:18])=[N:11]2. (4) Given the reactants [CH3:1][NH2:2].[CH3:3][O:4][C:5]1[N:10]=[CH:9][C:8]([NH:11][C:12]2[C:17]([C:18]3[N:23]=[C:22]([CH3:24])[N:21]=[C:20](SC)[N:19]=3)=[CH:16][C:15]([CH2:27][N:28]3[CH2:33][CH2:32][N:31]([S:34]([CH3:37])(=[O:36])=[O:35])[CH2:30][CH2:29]3)=[CH:14][N:13]=2)=[CH:7][CH:6]=1.CC(O)C, predict the reaction product. The product is: [CH3:3][O:4][C:5]1[N:10]=[CH:9][C:8]([NH:11][C:12]2[C:17]([C:18]3[N:23]=[C:22]([CH3:24])[N:21]=[C:20]([NH:2][CH3:1])[N:19]=3)=[CH:16][C:15]([CH2:27][N:28]3[CH2:29][CH2:30][N:31]([S:34]([CH3:37])(=[O:36])=[O:35])[CH2:32][CH2:33]3)=[CH:14][N:13]=2)=[CH:7][CH:6]=1. (5) Given the reactants C1C2C(COC([NH:18][C:19]([CH3:69])([C:21]([NH:23][C@H:24]([C:28]([N:30]([C@@H:32]([C@@H:65]([CH3:68])[CH2:66][CH3:67])[C@H:33]([O:63][CH3:64])[CH2:34][C:35]([N:37]3[CH2:41][CH2:40][CH2:39][C@H:38]3[C@H:42]([O:61][CH3:62])[C@@H:43]([CH3:60])[C:44]([NH:46][C@H:47]([C:55]3[S:56][CH:57]=[CH:58][N:59]=3)[CH2:48][C:49]3[CH:54]=[CH:53][CH:52]=[CH:51][CH:50]=3)=[S:45])=[O:36])[CH3:31])=[O:29])[CH:25]([CH3:27])[CH3:26])=[O:22])[CH3:20])=O)C3C(=CC=CC=3)C=2C=CC=1, predict the reaction product. The product is: [CH3:20][C:19]([C:21]([NH:23][C@H:24]([C:28]([N:30]([C@@H:32]([C@@H:65]([CH3:68])[CH2:66][CH3:67])[C@H:33]([O:63][CH3:64])[CH2:34][C:35]([N:37]1[CH2:41][CH2:40][CH2:39][C@H:38]1[C@H:42]([O:61][CH3:62])[C@@H:43]([CH3:60])[C:44]([NH:46][C@H:47]([C:55]1[S:56][CH:57]=[CH:58][N:59]=1)[CH2:48][C:49]1[CH:50]=[CH:51][CH:52]=[CH:53][CH:54]=1)=[S:45])=[O:36])[CH3:31])=[O:29])[CH:25]([CH3:27])[CH3:26])=[O:22])([CH3:69])[NH2:18]. (6) Given the reactants [CH3:1][O:2][C:3](=[O:25])/[CH:4]=[CH:5]/[C:6]1[C:7]([O:23][CH3:24])=[C:8]2[C:12](=[C:13]([F:15])[CH:14]=1)[N:11]([CH2:16][CH3:17])[CH:10]=[C:9]2[CH2:18][C:19]([NH:21][CH3:22])=[O:20].[CH3:26]O, predict the reaction product. The product is: [CH3:22][N:21]([CH3:26])[C:19](=[O:20])[CH2:18][C:9]1[C:8]2[C:12](=[C:13]([F:15])[CH:14]=[C:6]([CH2:5][CH2:4][C:3]([O:2][CH3:1])=[O:25])[C:7]=2[O:23][CH3:24])[N:11]([CH2:16][CH3:17])[CH:10]=1. (7) Given the reactants [C:1]([O:5][C:6]([N:8]1[CH2:12][C@@H:11]([CH2:13][N:14]([CH:31]([CH3:33])[CH3:32])[C:15](=[O:30])[C:16]2[CH:21]=[CH:20][C:19]([O:22][CH3:23])=[C:18]([O:24][CH2:25][CH2:26][CH2:27][O:28][CH3:29])[CH:17]=2)[C@H:10]([CH2:34][OH:35])[CH2:9]1)=[O:7])([CH3:4])([CH3:3])[CH3:2].CC(OI1(OC(C)=O)(OC(C)=O)OC(=O)C2C=CC=CC1=2)=O.C(OC(C)(C)C)=O.CC#N.O, predict the reaction product. The product is: [C:1]([O:5][C:6]([N:8]1[CH2:12][C@@H:11]([CH2:13][N:14]([CH:31]([CH3:32])[CH3:33])[C:15](=[O:30])[C:16]2[CH:21]=[CH:20][C:19]([O:22][CH3:23])=[C:18]([O:24][CH2:25][CH2:26][CH2:27][O:28][CH3:29])[CH:17]=2)[C@H:10]([CH:34]=[O:35])[CH2:9]1)=[O:7])([CH3:4])([CH3:3])[CH3:2]. (8) The product is: [CH2:1]([O:8][C:9]1[CH:14]=[CH:13][C:12]([C:15]2[N:16]=[CH:17][C:18]([NH:29][C:30]3[CH:35]=[CH:34][CH:33]=[CH:32][CH:31]=3)=[CH:19][CH:20]=2)=[CH:11][C:10]=1[F:22])[C:2]1[CH:7]=[CH:6][CH:5]=[CH:4][CH:3]=1. Given the reactants [CH2:1]([O:8][C:9]1[CH:14]=[CH:13][C:12]([C:15]2[CH:20]=[CH:19][C:18](Br)=[CH:17][N:16]=2)=[CH:11][C:10]=1[F:22])[C:2]1[CH:7]=[CH:6][CH:5]=[CH:4][CH:3]=1.CC([O-])(C)C.[Na+].[NH2:29][C:30]1[CH:35]=[CH:34][CH:33]=[CH:32][CH:31]=1, predict the reaction product.